This data is from Catalyst prediction with 721,799 reactions and 888 catalyst types from USPTO. The task is: Predict which catalyst facilitates the given reaction. (1) Reactant: [NH2:1][C@H:2]1[C:11]2[C:6](=[CH:7][CH:8]=[C:9]([F:12])[CH:10]=2)[N:5]([C:13](=[O:15])[CH3:14])[C@@H:4]([CH:16]2[CH2:18][CH2:17]2)[C@@H:3]1[CH3:19].Cl[C:21]1[N:22]=[CH:23][C:24]([C:27]#[N:28])=[N:25][CH:26]=1. Product: [C:13]([N:5]1[C:6]2[C:11](=[CH:10][C:9]([F:12])=[CH:8][CH:7]=2)[C@H:2]([NH:1][C:21]2[N:22]=[CH:23][C:24]([C:27]#[N:28])=[N:25][CH:26]=2)[C@@H:3]([CH3:19])[C@@H:4]1[CH:16]1[CH2:18][CH2:17]1)(=[O:15])[CH3:14]. The catalyst class is: 60. (2) Reactant: C([O:8][C:9](=[O:44])[CH2:10][O:11][CH2:12][CH2:13][O:14][CH2:15][CH2:16][O:17][CH2:18][CH2:19][O:20][C@H:21]1[C@H:26]([NH:27][C:28](=[O:30])[CH3:29])[C@@H:25]([O:31][C:32](=[O:34])[CH3:33])[C@@H:24]([O:35][C:36](=[O:38])[CH3:37])[C@@H:23]([CH2:39][O:40][C:41](=[O:43])[CH3:42])[O:22]1)C1C=CC=CC=1. Product: [C:32]([O:31][C@H:25]1[C@@H:24]([O:35][C:36](=[O:38])[CH3:37])[C@@H:23]([CH2:39][O:40][C:41](=[O:43])[CH3:42])[O:22][C@@H:21]([O:20][CH2:19][CH2:18][O:17][CH2:16][CH2:15][O:14][CH2:13][CH2:12][O:11][CH2:10][C:9]([OH:44])=[O:8])[C@@H:26]1[NH:27][C:28](=[O:30])[CH3:29])(=[O:34])[CH3:33]. The catalyst class is: 78. (3) Reactant: [C:1]([N:8]1[CH2:13][CH2:12][N:11]([C:14]2[CH:19]=[N:18][CH:17]=[C:16](Cl)[N:15]=2)[CH2:10][C@@H:9]1[CH2:21][C:22]1[CH:27]=[CH:26][CH:25]=[CH:24][CH:23]=1)([O:3][C:4]([CH3:7])([CH3:6])[CH3:5])=[O:2].[CH3:28][C:29]1[C:37]2[C:32](=[CH:33][CH:34]=[C:35](B3OC(C)(C)C(C)(C)O3)[CH:36]=2)[N:31]([CH2:47][O:48][CH:49]([Si:51]([CH3:54])([CH3:53])[CH3:52])[CH3:50])[N:30]=1.C(=O)([O-])[O-].[Na+].[Na+].C(OCC)(=O)C. Product: [C:1]([N:8]1[CH2:13][CH2:12][N:11]([C:14]2[CH:19]=[N:18][CH:17]=[C:16]([C:35]3[CH:36]=[C:37]4[C:32](=[CH:33][CH:34]=3)[N:31]([CH2:47][O:48][CH:49]([Si:51]([CH3:52])([CH3:54])[CH3:53])[CH3:50])[N:30]=[C:29]4[CH3:28])[N:15]=2)[CH2:10][C@@H:9]1[CH2:21][C:22]1[CH:27]=[CH:26][CH:25]=[CH:24][CH:23]=1)([O:3][C:4]([CH3:7])([CH3:6])[CH3:5])=[O:2]. The catalyst class is: 438. (4) Reactant: [OH:1][CH:2]([C:6]1[NH:14][C:13]2[C:8](=[N:9][CH:10]=[CH:11][C:12]=2[C:15]([O:17]C)=[O:16])[CH:7]=1)[CH:3]([CH3:5])[CH3:4]. Product: [OH:1][CH:2]([C:6]1[NH:14][C:13]2[C:8](=[N:9][CH:10]=[CH:11][C:12]=2[C:15]([OH:17])=[O:16])[CH:7]=1)[CH:3]([CH3:5])[CH3:4]. The catalyst class is: 47. (5) Reactant: [CH3:1][N:2]1[C:7]2=[CH:8][C:9]3[CH2:15][CH2:14][N:13](C(OC(C)(C)C)=O)[CH2:12][CH2:11][C:10]=3[CH:23]=[C:6]2[O:5][CH2:4][C:3]1=[O:24].C(O)(C(F)(F)F)=O. Product: [CH3:1][N:2]1[C:7]2=[CH:8][C:9]3[CH2:15][CH2:14][NH:13][CH2:12][CH2:11][C:10]=3[CH:23]=[C:6]2[O:5][CH2:4][C:3]1=[O:24]. The catalyst class is: 2. (6) Reactant: [CH2:1]([N:3]1[CH:7]=[C:6]([NH:8][C:9](=[O:34])[CH2:10][C:11]2[CH:16]=[CH:15][C:14]([O:17][C:18]3[C:27]4[C:22](=[CH:23][C:24]([O:32][CH3:33])=[C:25]([C:28]([O:30]C)=[O:29])[CH:26]=4)[N:21]=[CH:20][CH:19]=3)=[CH:13][CH:12]=2)[CH:5]=[N:4]1)[CH3:2].[OH-].[Li+].Cl. Product: [CH2:1]([N:3]1[CH:7]=[C:6]([NH:8][C:9](=[O:34])[CH2:10][C:11]2[CH:16]=[CH:15][C:14]([O:17][C:18]3[C:27]4[C:22](=[CH:23][C:24]([O:32][CH3:33])=[C:25]([C:28]([OH:30])=[O:29])[CH:26]=4)[N:21]=[CH:20][CH:19]=3)=[CH:13][CH:12]=2)[CH:5]=[N:4]1)[CH3:2]. The catalyst class is: 5.